Dataset: Full USPTO retrosynthesis dataset with 1.9M reactions from patents (1976-2016). Task: Predict the reactants needed to synthesize the given product. (1) Given the product [NH2:1][CH2:4][CH:5]([NH:13][CH2:14][CH2:15][C:16]([O:18][CH2:19][CH3:20])=[O:17])[C:6]1[CH:11]=[CH:10][CH:9]=[CH:8][CH:7]=1, predict the reactants needed to synthesize it. The reactants are: [N+:1]([CH:4]=[CH:5][C:6]1[CH:11]=[CH:10][CH:9]=[CH:8][CH:7]=1)([O-])=O.Cl.[NH2:13][CH2:14][CH2:15][C:16]([O:18][CH2:19][CH3:20])=[O:17].C(N(CC)C(C)C)(C)C. (2) Given the product [CH2:30]1[N:35]([C:26]([C:22]2[N:23]=[CH:24][N:25]=[C:20]([N:17]3[CH2:18][CH2:19][CH:14]([N:10]4[CH2:9][CH2:8][C:7]5[CH:29]=[C:3]([O:2][CH3:1])[CH:4]=[CH:5][C:6]=5[NH:12][C:11]4=[O:13])[CH2:15][CH2:16]3)[CH:21]=2)=[O:27])[CH2:34][CH2:33][N:32]2[CH:36]=[CH:37][CH:38]=[C:31]12, predict the reactants needed to synthesize it. The reactants are: [CH3:1][O:2][C:3]1[CH:4]=[CH:5][C:6]2[NH:12][C:11](=[O:13])[N:10]([CH:14]3[CH2:19][CH2:18][N:17]([C:20]4[N:25]=[CH:24][N:23]=[C:22]([C:26](O)=[O:27])[CH:21]=4)[CH2:16][CH2:15]3)[CH2:9][CH2:8][C:7]=2[CH:29]=1.[CH2:30]1[NH:35][CH2:34][CH2:33][N:32]2[CH:36]=[CH:37][CH:38]=[C:31]12.CN(C(ON1N=NC2C=CC=CC1=2)=[N+](C)C)C.[B-](F)(F)(F)F. (3) Given the product [CH3:37][C:31]1([C:29]([C:28]2[C:22]3[C:23](=[N:24][CH:25]=[C:20]([C:17]4[CH:18]=[CH:19][C:14]([N:11]5[CH2:12][CH2:13][NH:8][CH2:9][CH2:10]5)=[CH:15][CH:16]=4)[N:21]=3)[NH:26][CH:27]=2)=[O:30])[CH2:36][CH2:35][CH2:34][CH2:33][CH2:32]1, predict the reactants needed to synthesize it. The reactants are: C(OC([N:8]1[CH2:13][CH2:12][N:11]([C:14]2[CH:19]=[CH:18][C:17]([C:20]3[N:21]=[C:22]4[C:28]([C:29]([C:31]5([CH3:37])[CH2:36][CH2:35][CH2:34][CH2:33][CH2:32]5)=[O:30])=[CH:27][NH:26][C:23]4=[N:24][CH:25]=3)=[CH:16][CH:15]=2)[CH2:10][CH2:9]1)=O)(C)(C)C.C(O)(C(F)(F)F)=O. (4) Given the product [OH:19][CH2:18][C:17]1[CH:16]=[CH:15][C:14]([N:11]2[CH2:10][CH2:9][N:8]([C:6]([O:5][C:1]([CH3:4])([CH3:3])[CH3:2])=[O:7])[CH2:13][CH2:12]2)=[CH:22][CH:21]=1, predict the reactants needed to synthesize it. The reactants are: [C:1]([O:5][C:6]([N:8]1[CH2:13][CH2:12][N:11]([C:14]2[CH:22]=[CH:21][C:17]([C:18](O)=[O:19])=[CH:16][CH:15]=2)[CH2:10][CH2:9]1)=[O:7])([CH3:4])([CH3:3])[CH3:2].B.C1COCC1.CO. (5) Given the product [NH:35]1[N:32]2[CH2:33][CH2:34][N:29]([CH2:28][C:19]3[C:20]([C:24]([F:27])([F:25])[F:26])=[CH:21][CH:22]=[C:23]4[C:18]=3[CH2:17][CH2:16][C@H:15]4[O:14][C:12]3[CH:11]=[CH:10][C:9]4[C@H:5]([CH2:4][C:3]([OH:38])=[O:2])[CH2:6][O:7][C:8]=4[CH:13]=3)[CH:30]=[C:31]2[CH:37]=[CH:36]1, predict the reactants needed to synthesize it. The reactants are: C[O:2][C:3](=[O:38])[CH2:4][C@H:5]1[C:9]2[CH:10]=[CH:11][C:12]([O:14][C@H:15]3[C:23]4[C:18](=[C:19]([CH2:28][N:29]5[CH2:34][CH2:33][N:32]6[NH:35][CH:36]=[CH:37][C:31]6=[CH:30]5)[C:20]([C:24]([F:27])([F:26])[F:25])=[CH:21][CH:22]=4)[CH2:17][CH2:16]3)=[CH:13][C:8]=2[O:7][CH2:6]1.COC(=O)C[C@H]1C2C=CC(O[C@H]3C4C(=C(CBr)C(C(F)(F)F)=CC=4)CC3)=CC=2OC1.N1N2CCNCC2=CC=1. (6) Given the product [CH3:20][C@H:18]1[CH2:19][N:14]2[N:13]=[CH:12][C:11]([N:1]3[C:9]4[CH:8]=[CH:7][N:6]=[CH:5][C:4]=4[CH:3]=[CH:2]3)=[C:15]2[CH2:16][N:17]1[C:21]([O:23][C:24]([CH3:25])([CH3:27])[CH3:26])=[O:22], predict the reactants needed to synthesize it. The reactants are: [NH:1]1[C:9]2[CH:8]=[CH:7][N:6]=[CH:5][C:4]=2[CH:3]=[CH:2]1.I[C:11]1[CH:12]=[N:13][N:14]2[CH2:19][C@H:18]([CH3:20])[N:17]([C:21]([O:23][C:24]([CH3:27])([CH3:26])[CH3:25])=[O:22])[CH2:16][C:15]=12.P([O-])([O-])([O-])=O.[K+].[K+].[K+].CN[C@@H]1CCCC[C@H]1NC.